This data is from Full USPTO retrosynthesis dataset with 1.9M reactions from patents (1976-2016). The task is: Predict the reactants needed to synthesize the given product. (1) Given the product [CH3:10][S:11]([O:6][CH2:5][CH2:4][CH:1]1[CH2:3][CH2:2]1)(=[O:13])=[O:12], predict the reactants needed to synthesize it. The reactants are: [CH:1]1([CH2:4][CH2:5][OH:6])[CH2:3][CH2:2]1.ClCCl.[CH3:10][S:11](Cl)(=[O:13])=[O:12].C(N(CC)CC)C. (2) Given the product [CH3:1][C:2]1[C:3]2[N:10]=[C:18]([C:17]3[C:12]([CH3:11])=[N:13][C:14]([NH:20][CH2:21][CH2:22][CH2:23][CH:24]4[CH2:25][CH2:26][N:27]([CH3:30])[CH2:28][CH2:29]4)=[N:15][CH:16]=3)[NH:9][C:4]=2[CH:5]=[C:6]([CH3:8])[CH:7]=1, predict the reactants needed to synthesize it. The reactants are: [CH3:1][C:2]1[CH:7]=[C:6]([CH3:8])[CH:5]=[C:4]([NH2:9])[C:3]=1[NH2:10].[CH3:11][C:12]1[C:17]([CH:18]=O)=[CH:16][N:15]=[C:14]([NH:20][CH2:21][CH2:22][CH2:23][CH:24]2[CH2:29][CH2:28][N:27]([CH3:30])[CH2:26][CH2:25]2)[N:13]=1.ClC1C(=O)C(C#N)=C(C#N)C(=O)C=1Cl.C(N(CC)CC)C. (3) Given the product [C:7](=[O:24])([O:9][CH:10]([C:20]([CH3:23])([CH3:22])[CH3:21])[C:11]1[N:15]([C:30]2[CH:29]=[CH:28][CH:27]=[C:26]([Cl:25])[CH:31]=2)[N:14]=[C:13]([C:16]([CH3:17])([CH3:18])[CH3:19])[N:12]=1)[NH2:8], predict the reactants needed to synthesize it. The reactants are: C(=O)([O-])[O-].[K+].[K+].[C:7](=[O:24])([O:9][CH:10]([C:20]([CH3:23])([CH3:22])[CH3:21])[C:11]1[NH:15][N:14]=[C:13]([C:16]([CH3:19])([CH3:18])[CH3:17])[N:12]=1)[NH2:8].[Cl:25][C:26]1[CH:27]=[C:28](I)[CH:29]=[CH:30][CH:31]=1.CNC1CCCCC1NC.